From a dataset of Reaction yield outcomes from USPTO patents with 853,638 reactions. Predict the reaction yield, written as a fraction of the theoretical maximum amount of product (1.0 means a 100% yield; for example, 0.34 means a 34% yield). (1) The reactants are Cl[C:2]1[C:7]([C:8]2[CH:9]=[CH:10][C:11]3[N:12]([N:14]=[CH:15][N:16]=3)[CH:13]=2)=[CH:6][CH:5]=[CH:4][N:3]=1.[Br-].[CH3:18][C:19]1[N:24]=[C:23]([Zn+])[CH:22]=[CH:21][CH:20]=1. The product is [CH3:18][C:19]1[N:24]=[C:23]([C:2]2[C:7]([C:8]3[CH:9]=[CH:10][C:11]4[N:12]([N:14]=[CH:15][N:16]=4)[CH:13]=3)=[CH:6][CH:5]=[CH:4][N:3]=2)[CH:22]=[CH:21][CH:20]=1. The yield is 0.250. The catalyst is C1C=CC([P]([Pd]([P](C2C=CC=CC=2)(C2C=CC=CC=2)C2C=CC=CC=2)([P](C2C=CC=CC=2)(C2C=CC=CC=2)C2C=CC=CC=2)[P](C2C=CC=CC=2)(C2C=CC=CC=2)C2C=CC=CC=2)(C2C=CC=CC=2)C2C=CC=CC=2)=CC=1.C1COCC1. (2) The reactants are [CH3:1][C:2]1([CH3:20])[O:6][C@@H:5]([C@@H:7]2[C@@H:11]3[O:12][C:13]([CH3:16])([CH3:15])[O:14][C@:10]3([CH2:17][OH:18])[C:9](=[O:19])[O:8]2)[CH2:4][O:3]1.[Na].[H-].Br[CH2:24][CH2:25][O:26][CH2:27][C:28]1[CH:33]=[CH:32][CH:31]=[CH:30][CH:29]=1. The catalyst is CN(C=O)C. The product is [CH2:27]([O:26][CH2:25][CH2:24][O:18][CH2:17][C@@:10]12[C:9](=[O:19])[O:8][C@H:7]([C@H:5]3[CH2:4][O:3][C:2]([CH3:20])([CH3:1])[O:6]3)[C@@H:11]1[O:12][C:13]([CH3:15])([CH3:16])[O:14]2)[C:28]1[CH:33]=[CH:32][CH:31]=[CH:30][CH:29]=1. The yield is 0.390. (3) The reactants are Br[C:2]1[CH:7]=[CH:6][C:5]([C:8](=[C:16]2[CH2:22][CH2:21][CH2:20][CH2:19][CH2:18][CH2:17]2)[C:9]2[CH:14]=[CH:13][C:12]([OH:15])=[CH:11][CH:10]=2)=[CH:4][CH:3]=1.C(N(CC)C(C)C)(C)C.[CH2:32]([OH:37])[CH2:33][CH2:34][C:35]#[CH:36].[NH4+].[Cl-]. The catalyst is CN(C=O)C.Cl[Pd](Cl)([P](C1C=CC=CC=1)(C1C=CC=CC=1)C1C=CC=CC=1)[P](C1C=CC=CC=1)(C1C=CC=CC=1)C1C=CC=CC=1.[Cu]I.O. The product is [C:16]1(=[C:8]([C:5]2[CH:6]=[CH:7][C:2]([C:36]#[C:35][CH2:34][CH2:33][CH2:32][OH:37])=[CH:3][CH:4]=2)[C:9]2[CH:14]=[CH:13][C:12]([OH:15])=[CH:11][CH:10]=2)[CH2:22][CH2:21][CH2:20][CH2:19][CH2:18][CH2:17]1. The yield is 0.450. (4) The reactants are [Cl:1][C:2]1[CH:7]=[CH:6][CH:5]=[CH:4][C:3]=1[C:8]1[C:12]([CH2:13][N:14]2[CH2:19][CH2:18][NH:17][CH2:16][CH2:15]2)=[CH:11][N:10]([CH3:20])[N:9]=1.[C:21](=O)([O:30]N1C(=O)CCC1=O)[O:22][N:23]1[C:27](=[O:28])[CH2:26][CH2:25][C:24]1=[O:29].C(N(CC)CC)C. The catalyst is CC#N. The product is [Cl:1][C:2]1[CH:7]=[CH:6][CH:5]=[CH:4][C:3]=1[C:8]1[C:12]([CH2:13][N:14]2[CH2:15][CH2:16][N:17]([C:21]([O:22][N:23]3[C:27](=[O:28])[CH2:26][CH2:25][C:24]3=[O:29])=[O:30])[CH2:18][CH2:19]2)=[CH:11][N:10]([CH3:20])[N:9]=1. The yield is 0.470.